From a dataset of Catalyst prediction with 721,799 reactions and 888 catalyst types from USPTO. Predict which catalyst facilitates the given reaction. (1) Reactant: [Cl:1][C:2]1[CH:7]=[CH:6][C:5]([CH:8]2[C:12]3[N:13]([CH3:19])[N:14]=[C:15]([CH:16]4[CH2:18][CH2:17]4)[C:11]=3[C:10](=[O:20])[NH:9]2)=[CH:4][CH:3]=1.Br[C:22]1[CH:23]=[C:24]([CH3:32])[C:25]2[N:29]=[N:28][N:27]([CH3:30])[C:26]=2[CH:31]=1. Product: [Cl:1][C:2]1[CH:3]=[CH:4][C:5]([CH:8]2[C:12]3[N:13]([CH3:19])[N:14]=[C:15]([CH:16]4[CH2:17][CH2:18]4)[C:11]=3[C:10](=[O:20])[N:9]2[C:22]2[CH:23]=[C:24]([CH3:32])[C:25]3[N:29]=[N:28][N:27]([CH3:30])[C:26]=3[CH:31]=2)=[CH:6][CH:7]=1. The catalyst class is: 513. (2) Reactant: [CH3:1][N:2]([CH:4]=[O:5])C.[ClH:6].NC[CH2:9][C:10]([O:12][CH3:13])=[O:11].CCN([CH:20]([CH3:22])[CH3:21])C(C)C.F[P-](F)(F)(F)(F)F.N1(O[P+](N(C)C)(N(C)C)N(C)C)[C:34]2[CH:35]=[CH:36][CH:37]=[CH:38][C:33]=2N=N1. Product: [Cl:6][C:33]1[CH:38]=[CH:37][C:36]([CH:35]([CH2:22][CH:20]=[CH2:21])[CH:34]([C:33]2[CH:38]=[CH:37][C:36]([C:4]([NH:2][CH2:1][CH2:9][C:10]([O:12][CH3:13])=[O:11])=[O:5])=[CH:35][CH:34]=2)[CH2:33][CH2:38][CH3:37])=[CH:35][CH:34]=1. The catalyst class is: 25. (3) Reactant: [CH3:1][N:2]1[CH2:7][CH2:6][N:5]([C:8]2[C:13]([N+:14]([O-])=O)=[C:12]([NH2:17])[CH:11]=[CH:10][N:9]=2)[CH2:4][CH2:3]1. Product: [CH3:1][N:2]1[CH2:7][CH2:6][N:5]([C:8]2[C:13]([NH2:14])=[C:12]([NH2:17])[CH:11]=[CH:10][N:9]=2)[CH2:4][CH2:3]1. The catalyst class is: 19. (4) Reactant: Cl[C:2]1[CH:7]=[CH:6][N:5]=[CH:4][C:3]=1[N+:8]([O-:10])=[O:9].C(N(CC)CC)C.[C:18]([O:22][C:23]([N:25]1[CH2:30][CH2:29][NH:28][CH2:27][CH2:26]1)=[O:24])([CH3:21])([CH3:20])[CH3:19]. Product: [C:18]([O:22][C:23]([N:25]1[CH2:30][CH2:29][N:28]([C:2]2[CH:7]=[CH:6][N:5]=[CH:4][C:3]=2[N+:8]([O-:10])=[O:9])[CH2:27][CH2:26]1)=[O:24])([CH3:21])([CH3:19])[CH3:20]. The catalyst class is: 12. (5) Reactant: [CH3:1][C:2]([O-:5])(C)[CH3:3].[Na+].P([C:16]([CH3:19])(C)C)(C(C)(C)C)C(C)(C)C.[N:20]1[CH:25]=[CH:24][CH:23]=[C:22]([CH2:26][NH:27][C:28]2[CH:33]=[CH:32][C:31](OC)=[C:30](OC3CCCC3)[CH:29]=2)[CH:21]=1.I[C:43]1[CH:48]=[CH:47][CH:46]=[CH:45][CH:44]=1.C[CH2:50][O:51]C(C)=O. Product: [CH:2]1([O:5][C:22]2([CH2:26][N:27]([C:28]3[CH:29]=[CH:30][CH:31]=[CH:32][CH:33]=3)[C:43]3[CH:48]=[CH:47][CH:46]=[CH:45][CH:44]=3)[C:23]([O:51][CH3:50])=[CH:24][CH:25]=[N:20][CH2:21]2)[CH2:3][CH2:19][CH2:16][CH2:1]1. The catalyst class is: 101. (6) Reactant: [CH3:1][N:2]([CH3:7])[CH2:3][CH2:4][NH:5][CH3:6].Cl[CH2:9][C:10]1[CH:44]=[CH:43][C:13]([C:14]([NH:16][C:17]2[C:18]3[CH:31]=[C:30]([C:32]([NH:34][N:35]([CH3:42])[C:36]4[CH:41]=[CH:40][CH:39]=[CH:38][CH:37]=4)=[O:33])[S:29][C:19]=3[N:20](C(OC(C)(C)C)=O)[N:21]=2)=[O:15])=[CH:12][CH:11]=1.ClCC1C=CC(C(NC2C3C=C(C(NN(C4C=CC(Cl)=CC=4)C)=O)SC=3N(C(OC(C)(C)C)=O)N=2)=O)=CC=1. Product: [CH3:1][N:2]([CH3:7])[CH2:3][CH2:4][N:5]([CH2:9][C:10]1[CH:11]=[CH:12][C:13]([C:14]([NH:16][C:17]2[C:18]3[CH:31]=[C:30]([C:32]([NH:34][N:35]([CH3:42])[C:36]4[CH:37]=[CH:38][CH:39]=[CH:40][CH:41]=4)=[O:33])[S:29][C:19]=3[NH:20][N:21]=2)=[O:15])=[CH:43][CH:44]=1)[CH3:6]. The catalyst class is: 711. (7) Reactant: Br[C:2]1[CH:7]=[CH:6][CH:5]=[CH:4][C:3]=1[CH2:8][CH2:9][CH2:10][NH:11][C:12]1[C:13]([C:26]2[CH:31]=[CH:30][CH:29]=[CH:28][CH:27]=2)=[N:14][C:15]2[C:20]([N:21]=1)=[CH:19][C:18]([C:22]([O:24][CH3:25])=[O:23])=[CH:17][CH:16]=2.C1C=CC(P(C2C(C3C(P(C4C=CC=CC=4)C4C=CC=CC=4)=CC=C4C=3C=CC=C4)=C3C(C=CC=C3)=CC=2)C2C=CC=CC=2)=CC=1. Product: [N:11]1([C:12]2[C:13]([C:26]3[CH:27]=[CH:28][CH:29]=[CH:30][CH:31]=3)=[N:14][C:15]3[C:20]([N:21]=2)=[CH:19][C:18]([C:22]([O:24][CH3:25])=[O:23])=[CH:17][CH:16]=3)[C:4]2[C:3](=[CH:2][CH:7]=[CH:6][CH:5]=2)[CH2:8][CH2:9][CH2:10]1. The catalyst class is: 62. (8) Reactant: [N:1]([CH:4]([C:6]1[S:10][C:9]2[CH:11]=[CH:12][CH:13]=[CH:14][C:8]=2[C:7]=1[C:15]1[CH:20]=[CH:19][CH:18]=[CH:17][CH:16]=1)[CH3:5])=[N+]=[N-].C1(P(C2C=CC=CC=2)C2C=CC=CC=2)C=CC=CC=1. Product: [C:15]1([C:7]2[C:8]3[CH:14]=[CH:13][CH:12]=[CH:11][C:9]=3[S:10][C:6]=2[CH:4]([NH2:1])[CH3:5])[CH:16]=[CH:17][CH:18]=[CH:19][CH:20]=1. The catalyst class is: 20.